From a dataset of Catalyst prediction with 721,799 reactions and 888 catalyst types from USPTO. Predict which catalyst facilitates the given reaction. (1) Reactant: [OH:1][C:2]1[CH:3]=[C:4]([CH:29]=[CH:30][CH:31]=1)[C:5]([NH:7][C:8]1[CH:9]=[N:10][C:11]([N:14]2[C:18]([C:19]([F:22])([F:21])[F:20])=[CH:17][C:16]([C:23]3[CH:24]=[N:25][CH:26]=[CH:27][CH:28]=3)=[N:15]2)=[CH:12][CH:13]=1)=[O:6].C1(P(C2C=CC=CC=2)C2C=CC=CC=2)C=CC=CC=1.O[CH2:52][CH2:53][N:54]1[CH2:58][CH2:57][CH2:56][C:55]1=[O:59].N(C(OCC)=O)=NC(OCC)=O. Product: [O:59]=[C:55]1[CH2:56][CH2:57][CH2:58][N:54]1[CH2:53][CH2:52][O:1][C:2]1[CH:3]=[C:4]([CH:29]=[CH:30][CH:31]=1)[C:5]([NH:7][C:8]1[CH:9]=[N:10][C:11]([N:14]2[C:18]([C:19]([F:20])([F:22])[F:21])=[CH:17][C:16]([C:23]3[CH:24]=[N:25][CH:26]=[CH:27][CH:28]=3)=[N:15]2)=[CH:12][CH:13]=1)=[O:6]. The catalyst class is: 7. (2) Reactant: [CH3:1][N:2]1[CH:6]=[CH:5][C:4]([NH:7][C:8](=[O:29])[C:9]2[CH:14]=[C:13]([O:15][C@H:16]3[CH2:20][CH2:19][O:18][CH2:17]3)[CH:12]=[C:11]([O:21]CC3C=CC=CC=3)[CH:10]=2)=[N:3]1.C([O-])=O.[NH4+]. Product: [OH:21][C:11]1[CH:10]=[C:9]([CH:14]=[C:13]([O:15][C@H:16]2[CH2:20][CH2:19][O:18][CH2:17]2)[CH:12]=1)[C:8]([NH:7][C:4]1[CH:5]=[CH:6][N:2]([CH3:1])[N:3]=1)=[O:29]. The catalyst class is: 29. (3) Reactant: Br[CH2:2][C:3]1[C:12]([O:13][CH3:14])=[C:11]([N+:15]([O-:17])=[O:16])[CH:10]=[CH:9][C:4]=1[C:5](OC)=[O:6].C[CH2:19][N:20](CC)CC.CN. Product: [CH3:14][O:13][C:12]1[C:11]([N+:15]([O-:17])=[O:16])=[CH:10][CH:9]=[C:4]2[C:3]=1[CH2:2][N:20]([CH3:19])[C:5]2=[O:6]. The catalyst class is: 5. (4) Reactant: O[C:2]1[C:12]([I:13])=[C:11]([OH:14])[CH:10]=[C:9]([CH3:15])[C:3]=1[C:4]([O:6][CH2:7][CH3:8])=[O:5].COS([O:21][CH3:22])(=O)=O.[C:23](=O)([O-])[O-].[K+].[K+]. Product: [I:13][C:12]1[C:2]([O:21][CH3:22])=[C:3]([C:9]([CH3:15])=[CH:10][C:11]=1[O:14][CH3:23])[C:4]([O:6][CH2:7][CH3:8])=[O:5]. The catalyst class is: 21.